Dataset: Forward reaction prediction with 1.9M reactions from USPTO patents (1976-2016). Task: Predict the product of the given reaction. (1) Given the reactants [CH3:1][O:2][C:3]1[CH:4]=[C:5]2[C:10](=[CH:11][C:12]=1[O:13][CH3:14])[N:9]=[CH:8][CH:7]=[C:6]2[O:15][C:16]1[CH:22]=[CH:21][C:19]([NH2:20])=[CH:18][CH:17]=1.C(N(CC)CC)C.ClC(Cl)(O[C:34](=[O:40])OC(Cl)(Cl)Cl)Cl.[CH2:42]([N:46]([CH2:50][CH2:51][CH2:52][CH3:53])[CH2:47][CH2:48][NH2:49])[CH2:43][CH2:44][CH3:45], predict the reaction product. The product is: [CH2:42]([N:46]([CH2:50][CH2:51][CH2:52][CH3:53])[CH2:47][CH2:48][NH:49][C:34]([NH:20][C:19]1[CH:21]=[CH:22][C:16]([O:15][C:6]2[C:5]3[C:10](=[CH:11][C:12]([O:13][CH3:14])=[C:3]([O:2][CH3:1])[CH:4]=3)[N:9]=[CH:8][CH:7]=2)=[CH:17][CH:18]=1)=[O:40])[CH2:43][CH2:44][CH3:45]. (2) Given the reactants C(=O)([O-])[O-].[Cs+].[Cs+].[OH:7][C:8]1[CH:13]=[CH:12][C:11]([C:14]2[CH:15]=[C:16]3[C:21](=[CH:22][CH:23]=2)[N:20]=[C:19]([C:24]([O:26][CH2:27][CH3:28])=[O:25])[CH:18]=[CH:17]3)=[C:10]([CH3:29])[CH:9]=1.Cl[CH2:31][C:32]1[C:33]([C:40]2[C:45]([Cl:46])=[CH:44][CH:43]=[CH:42][C:41]=2[Cl:47])=[N:34][O:35][C:36]=1[CH:37]([CH3:39])[CH3:38].O, predict the reaction product. The product is: [Cl:46][C:45]1[CH:44]=[CH:43][CH:42]=[C:41]([Cl:47])[C:40]=1[C:33]1[C:32]([CH2:31][O:7][C:8]2[CH:13]=[CH:12][C:11]([C:14]3[CH:15]=[C:16]4[C:21](=[CH:22][CH:23]=3)[N:20]=[C:19]([C:24]([O:26][CH2:27][CH3:28])=[O:25])[CH:18]=[CH:17]4)=[C:10]([CH3:29])[CH:9]=2)=[C:36]([CH:37]([CH3:39])[CH3:38])[O:35][N:34]=1. (3) Given the reactants [CH3:1][O:2][C:3]1[CH:18]=[CH:17][CH:16]=[CH:15][C:4]=1[C:5]([NH:7][C:8]1[CH:13]=[CH:12][C:11]([CH3:14])=[CH:10][CH:9]=1)=[NH:6].C([O-])(O)=O.[Na+].Br[CH2:25][C:26]([C:28]1[CH:33]=[CH:32][C:31]([O:34][CH3:35])=[CH:30][CH:29]=1)=O, predict the reaction product. The product is: [CH3:35][O:34][C:31]1[CH:32]=[CH:33][C:28]([C:26]2[N:6]=[C:5]([C:4]3[CH:15]=[CH:16][CH:17]=[CH:18][C:3]=3[O:2][CH3:1])[N:7]([C:8]3[CH:13]=[CH:12][C:11]([CH3:14])=[CH:10][CH:9]=3)[CH:25]=2)=[CH:29][CH:30]=1. (4) Given the reactants Br[C:2]1[N:3]=[CH:4][C:5]([C:15]([OH:17])=[O:16])=[N:6][C:7]=1[C:8]1[CH:13]=[CH:12][CH:11]=[C:10]([Cl:14])[CH:9]=1.[Br-].[CH:19]1([Zn+])[CH2:21][CH2:20]1, predict the reaction product. The product is: [Cl:14][C:10]1[CH:9]=[C:8]([C:7]2[N:6]=[C:5]([C:15]([OH:17])=[O:16])[CH:4]=[N:3][C:2]=2[CH:19]2[CH2:21][CH2:20]2)[CH:13]=[CH:12][CH:11]=1.